Dataset: Drug-target binding data from BindingDB using Ki measurements. Task: Regression. Given a target protein amino acid sequence and a drug SMILES string, predict the binding affinity score between them. We predict pKi (pKi = -log10(Ki in M); higher means stronger inhibition). Dataset: bindingdb_ki. (1) The pKi is 4.0. The small molecule is Cn1cccc1C(=O)N[C@@H](CCn1ccnn1)C(=O)NCc1ccccc1. The target protein (Q9ULC6) has sequence MAPKRVVQLSLKMPTHAVCVVGVEAHVDIHSDVPKGANSFRVSGSSGVEVFMVYNRTRVKEPIGKARWPLDTDADMVVSVGTASKELKDFKVRVSYFGEQEDQALGRSVLYLTGVDISLEVDTGRTGKVKRSQGDKKTWRWGPEGYGAILLVNCDRDNHRSAEPDLTHSWLMSLADLQDMSPMLLSCNGPDKLFDSHKLVLNVPFSDSKRVRVFCARGGNSLSDYKQVLGPQCLSYEVERQPGEQEIKFYVEGLTFPDADFLGLVSLSVSLVDPGTLPEVTLFTDTVGFRMAPWIMTPNTQPPEELYVCRVMDTHGSNEKFLEDMSYLTLKANCKLTICPQVENRNDRWIQDEMEFGYIEAPHKSFPVVFDSPRNRGLKDFPYKRILGPDFGYVTREIPLPGPSSLDSFGNLDVSPPVTVGGTEYPLGRILIGSSFPKSGGRQMARAVRNFLKAQQVQAPVELYSDWLSVGHVDEFLTFVPTSDQKGFRLLLASPSACLK.... (2) The small molecule is CCC(NC(=O)[C@H](C)NC(=O)[C@H](C)C[C@H](O)[C@H](CC(C)C)NC(=O)[C@@H](NC(=O)CC(C)C)C(C)C)C(=O)O. The target protein (P04073) has sequence MKWMVVALLCLPLLEASLLRVPLRKMKSIRETMKEQGVLKDFLKTHKYDPGQKYHFGNFGDYSVLYEPMAYMDASYFGEISIGTPPQNFLVLFDTGSSNLWVSSVYCQSEACTTHARFNPSKSSTYYTEGQTFSLQYGTGSLTGFFGYDTLTVQSIQVPNQEFGLSENEPGTNFVYAQFDGIMGLAYPGLSSGGATTALQGMLGEGALSQPLFGVYLGSQQGSNGGQIVFGGVDKNLYTGEITWVPVTQELYWQITIDDFLIGDQASGWCSSQGCQGIVDTGTSLLVMPAQYLSELLQTIGAQEGEYGEYFVSCDSVSSLPTLSFVLNGVQFPLSPSSYIIQEDNFCMVGLESISLTSESGQPLWILGDVFLRSYYAIFDMGNNKVGLATSV. The pKi is 8.5.